Dataset: Forward reaction prediction with 1.9M reactions from USPTO patents (1976-2016). Task: Predict the product of the given reaction. (1) Given the reactants [F:1][C:2]([F:14])([F:13])[C:3]1[CH:4]=[CH:5][C:6]2[O:10][C:9](=O)[NH:8][C:7]=2[CH:12]=1.[CH3:15][S:16]([C:19]1[CH:24]=[CH:23]C(F)=[C:21]([Cl:26])[CH:20]=1)(=[O:18])=[O:17], predict the reaction product. The product is: [Cl:26][C:21]1[CH:20]=[C:19]([S:16]([CH3:15])(=[O:18])=[O:17])[CH:24]=[CH:23][C:9]=1[NH:8][C:7]1[CH:12]=[C:3]([C:2]([F:14])([F:13])[F:1])[CH:4]=[CH:5][C:6]=1[OH:10]. (2) The product is: [CH:1]1([NH:7][C:8]([C:10]2[CH:11]=[N:12][N:13]([C:18]3[CH:19]=[CH:20][C:21]([C:22]([OH:24])=[O:23])=[CH:27][CH:28]=3)[C:14]=2[CH2:15][CH2:16][CH3:17])=[O:9])[CH2:6][CH2:5][CH2:4][CH2:3][CH2:2]1. Given the reactants [CH:1]1([NH:7][C:8]([C:10]2[CH:11]=[N:12][N:13]([C:18]3[CH:28]=[CH:27][C:21]([C:22]([O:24]CC)=[O:23])=[CH:20][CH:19]=3)[C:14]=2[CH2:15][CH2:16][CH3:17])=[O:9])[CH2:6][CH2:5][CH2:4][CH2:3][CH2:2]1.[OH-].[Na+], predict the reaction product. (3) Given the reactants I[C:2]1[CH:3]=[C:4]2[N:10]=[C:9]([NH:11]C(=O)OCC)[N:8]([CH2:17][C:18]3[CH:23]=[CH:22][C:21]([O:24][CH2:25][C:26]4[CH:31]=[CH:30][C:29]([C:32]([F:38])([F:37])[C:33]([F:36])([F:35])[F:34])=[CH:28][CH:27]=4)=[C:20]([O:39][CH3:40])[CH:19]=3)[C:5]2=[N:6][CH:7]=1.[CH3:41][N:42]1[CH:46]=[C:45](B2OC(C)(C)C(C)(C)O2)[CH:44]=[N:43]1, predict the reaction product. The product is: [CH3:40][O:39][C:20]1[CH:19]=[C:18]([CH:23]=[CH:22][C:21]=1[O:24][CH2:25][C:26]1[CH:31]=[CH:30][C:29]([C:32]([F:38])([F:37])[C:33]([F:36])([F:34])[F:35])=[CH:28][CH:27]=1)[CH2:17][N:8]1[C:5]2=[N:6][CH:7]=[C:2]([C:45]3[CH:44]=[N:43][N:42]([CH3:41])[CH:46]=3)[CH:3]=[C:4]2[N:10]=[C:9]1[NH2:11].